This data is from Reaction yield outcomes from USPTO patents with 853,638 reactions. The task is: Predict the reaction yield, written as a fraction of the theoretical maximum amount of product (1.0 means a 100% yield; for example, 0.34 means a 34% yield). (1) The reactants are Cl[C:2]1[C:7]([C:8]2[CH:13]=[CH:12][CH:11]=[CH:10][CH:9]=2)=[CH:6][N:5]=[C:4]2[N:14]([S:17]([C:20]3[CH:25]=[CH:24][CH:23]=[CH:22][CH:21]=3)(=[O:19])=[O:18])[CH:15]=[CH:16][C:3]=12.[NH:26]1[CH2:31][CH2:30][NH:29][CH2:28][CH2:27]1.[CH3:32][C:33]([O:36][C:37](O[C:37]([O:36][C:33]([CH3:35])([CH3:34])[CH3:32])=[O:38])=[O:38])([CH3:35])[CH3:34].C([O-])([O-])=O.[Na+].[Na+]. The catalyst is CN1C(=O)CCC1.C(Cl)Cl.O. The product is [C:8]1([C:7]2[C:2]([N:26]3[CH2:31][CH2:30][N:29]([C:37]([O:36][C:33]([CH3:35])([CH3:34])[CH3:32])=[O:38])[CH2:28][CH2:27]3)=[C:3]3[CH:16]=[CH:15][N:14]([S:17]([C:20]4[CH:25]=[CH:24][CH:23]=[CH:22][CH:21]=4)(=[O:19])=[O:18])[C:4]3=[N:5][CH:6]=2)[CH:13]=[CH:12][CH:11]=[CH:10][CH:9]=1. The yield is 0.954. (2) The reactants are [NH2:1][C:2]1[C:3](Cl)=[N:4][CH:5]=[N:6][C:7]=1Cl.[O:10]1CC[CH2:12][CH2:11]1.[OH-].[Na+]. The catalyst is [C].[Pd].C(O)C. The product is [CH2:11]([O:10][C:3]1[C:2]([NH2:1])=[CH:7][N:6]=[CH:5][N:4]=1)[CH3:12]. The yield is 0.943. (3) The reactants are Br[CH2:2][C:3]1[CH:8]=[CH:7][C:6]([CH2:9][N:10]2[CH2:23][CH2:22][CH2:21][N:20]([C:24]([O:26][C:27]([CH3:30])([CH3:29])[CH3:28])=[O:25])[CH2:19][CH2:18][N:17]([C:31]([O:33][C:34]([CH3:37])([CH3:36])[CH3:35])=[O:32])[CH2:16][CH2:15][CH2:14][N:13]([C:38]([O:40][C:41]([CH3:44])([CH3:43])[CH3:42])=[O:39])[CH2:12][CH2:11]2)=[CH:5][CH:4]=1.[C:45]([N:48]1[CH2:53][CH2:52][NH:51][CH2:50][CH2:49]1)(=[O:47])[CH3:46].C(=O)([O-])[O-].[K+].[K+]. The catalyst is C(#N)C. The product is [C:45]([N:48]1[CH2:53][CH2:52][N:51]([CH2:2][C:3]2[CH:8]=[CH:7][C:6]([CH2:9][N:10]3[CH2:23][CH2:22][CH2:21][N:20]([C:24]([O:26][C:27]([CH3:30])([CH3:29])[CH3:28])=[O:25])[CH2:19][CH2:18][N:17]([C:31]([O:33][C:34]([CH3:37])([CH3:36])[CH3:35])=[O:32])[CH2:16][CH2:15][CH2:14][N:13]([C:38]([O:40][C:41]([CH3:44])([CH3:43])[CH3:42])=[O:39])[CH2:12][CH2:11]3)=[CH:5][CH:4]=2)[CH2:50][CH2:49]1)(=[O:47])[CH3:46]. The yield is 0.860. (4) The reactants are [CH3:1][O:2][C:3](=[O:13])[C:4]1[CH:9]=[C:8]([OH:10])[C:7]([OH:11])=[C:6]([OH:12])[CH:5]=1.[CH3:14]OS(OC)(=O)=O.[OH-].[Na+].OS(O)(=O)=O. The catalyst is O. The product is [OH:12][C:6]1[CH:5]=[C:4]([CH:9]=[C:8]([O:10][CH3:14])[C:7]=1[OH:11])[C:3]([O:2][CH3:1])=[O:13]. The yield is 0.470. (5) The reactants are Br[CH:2]1[CH2:8][CH2:7][O:6][C:5]2[CH:9]=[CH:10][C:11]([Br:13])=[CH:12][C:4]=2[C:3]1=O.[C:15]([NH2:22])(=[S:21])[C:16]([O:18][CH2:19][CH3:20])=[O:17]. The catalyst is C(O)C. The product is [CH2:19]([O:18][C:16]([C:15]1[S:21][C:2]2[CH2:8][CH2:7][O:6][C:5]3[CH:9]=[CH:10][C:11]([Br:13])=[CH:12][C:4]=3[C:3]=2[N:22]=1)=[O:17])[CH3:20]. The yield is 0.690. (6) The reactants are C([O:3][C:4]([C:6]1[C:10]([I:11])=[CH:9][N:8]([CH2:12][CH2:13][O:14][CH:15]2[CH2:20][CH2:19][CH2:18][CH2:17][O:16]2)[N:7]=1)=O)C.[BH4-].[Li+]. The catalyst is C1COCC1. The product is [I:11][C:10]1[C:6]([CH2:4][OH:3])=[N:7][N:8]([CH2:12][CH2:13][O:14][CH:15]2[CH2:20][CH2:19][CH2:18][CH2:17][O:16]2)[CH:9]=1. The yield is 0.620. (7) The reactants are [O:1]1[CH2:6][CH2:5][C:4](=O)[CH2:3][CH2:2]1.[C:8]([CH:13]=P(C1C=CC=CC=1)(C1C=CC=CC=1)C1C=CC=CC=1)([O:10][CH2:11][CH3:12])=[O:9]. The catalyst is C1(C)C=CC=CC=1. The product is [CH2:11]([O:10][C:8](=[O:9])[CH:13]=[C:4]1[CH2:5][CH2:6][O:1][CH2:2][CH2:3]1)[CH3:12]. The yield is 0.260.